The task is: Predict the product of the given reaction.. This data is from Forward reaction prediction with 1.9M reactions from USPTO patents (1976-2016). (1) Given the reactants [Cl:1][C:2]1[CH:7]=[CH:6][C:5]([CH:8]([CH3:18])[CH2:9][C:10]([OH:17])([C:13]([F:16])([F:15])[F:14])[CH:11]=O)=[CH:4][C:3]=1[O:19][CH3:20].[NH2:21][C:22]1[CH:31]=[CH:30][C:29]([F:32])=[C:28]2[C:23]=1[CH:24]=[N:25][C:26]([CH3:33])=[N:27]2.[Cl-].[Na+].[CH3:36]C1C=CC=CC=1C, predict the reaction product. The product is: [Cl:1][C:2]1[CH:7]=[CH:6][C:5]([C:8]([CH3:18])([CH3:36])[CH2:9][C:10](/[CH:11]=[N:21]/[C:22]2[CH:31]=[CH:30][C:29]([F:32])=[C:28]3[C:23]=2[CH:24]=[N:25][C:26]([CH3:33])=[N:27]3)([OH:17])[C:13]([F:14])([F:15])[F:16])=[CH:4][C:3]=1[O:19][CH3:20]. (2) Given the reactants [F:1][C:2]1[C:3]([C:9]2[CH2:10][CH2:11][N:12]([CH3:15])[CH2:13][CH:14]=2)=[C:4]([NH2:8])[CH:5]=[N:6][CH:7]=1.CCO, predict the reaction product. The product is: [F:1][C:2]1[C:3]([CH:9]2[CH2:10][CH2:11][N:12]([CH3:15])[CH2:13][CH2:14]2)=[C:4]([NH2:8])[CH:5]=[N:6][CH:7]=1. (3) Given the reactants Cl[C:2]1[C:7]([N+:8]([O-:10])=[O:9])=[CH:6][N:5]=[C:4]2[CH2:11][CH2:12][CH2:13][C:3]=12.[F:14][C:15]([F:31])([F:30])[C@H:16]1[CH2:21][NH:20][CH2:19][C@@H:18]([NH:22][C:23](=[O:29])[O:24][C:25]([CH3:28])([CH3:27])[CH3:26])[CH2:17]1.CCN(C(C)C)C(C)C, predict the reaction product. The product is: [N+:8]([C:7]1[C:2]([N:20]2[CH2:21][CH:16]([C:15]([F:31])([F:30])[F:14])[CH2:17][CH:18]([NH:22][C:23](=[O:29])[O:24][C:25]([CH3:27])([CH3:26])[CH3:28])[CH2:19]2)=[C:3]2[CH2:13][CH2:12][CH2:11][C:4]2=[N:5][CH:6]=1)([O-:10])=[O:9]. (4) Given the reactants C[O:2][C:3]1[CH:8]=[CH:7][C:6]([C:9]2[CH:14]=[CH:13][CH:12]=[CH:11][CH:10]=2)=[C:5]([N+:15]([O-:17])=[O:16])[CH:4]=1.B(Br)(Br)Br, predict the reaction product. The product is: [N+:15]([C:5]1[CH:4]=[C:3]([OH:2])[CH:8]=[CH:7][C:6]=1[C:9]1[CH:14]=[CH:13][CH:12]=[CH:11][CH:10]=1)([O-:17])=[O:16].